This data is from Forward reaction prediction with 1.9M reactions from USPTO patents (1976-2016). The task is: Predict the product of the given reaction. (1) The product is: [Cl:1][C:2]1[CH:3]=[CH:4][C:5]([C:8]2[CH:9]=[N:10][CH:11]=[C:12]3[C:17]=2[N:16]=[C:15]([C:18]([NH:59][NH:58][S:55]([CH3:54])(=[O:57])=[O:56])=[O:20])[CH:14]=[CH:13]3)=[CH:6][CH:7]=1. Given the reactants [Cl:1][C:2]1[CH:7]=[CH:6][C:5]([C:8]2[CH:9]=[N:10][CH:11]=[C:12]3[C:17]=2[N:16]=[C:15]([C:18]([OH:20])=O)[CH:14]=[CH:13]3)=[CH:4][CH:3]=1.C(N(CC)C(C)C)(C)C.F[P-](F)(F)(F)(F)F.N1(OC(N(C)C)=[N+](C)C)C2N=CC=CC=2N=N1.[CH3:54][S:55]([NH:58][NH2:59])(=[O:57])=[O:56], predict the reaction product. (2) Given the reactants [NH:1]1[CH2:5][CH2:4][C@H:3]([NH:6][C:7](=[O:13])[O:8][C:9]([CH3:12])([CH3:11])[CH3:10])[CH2:2]1.N1C=CC=CC=1.Cl[C:21]([O:23][CH2:24][C:25]1[CH:30]=[CH:29][CH:28]=[CH:27][CH:26]=1)=[O:22], predict the reaction product. The product is: [C:9]([O:8][C:7]([NH:6][C@H:3]1[CH2:4][CH2:5][N:1]([C:21]([O:23][CH2:24][C:25]2[CH:30]=[CH:29][CH:28]=[CH:27][CH:26]=2)=[O:22])[CH2:2]1)=[O:13])([CH3:10])([CH3:12])[CH3:11]. (3) Given the reactants [C:1]([O:5][C:6](=[O:33])[NH:7][C:8]1[CH:13]=[CH:12][C:11]([O:14][C:15]2[CH:20]=[CH:19][C:18]([NH:21][C:22](=[O:29])[C:23]3[CH:28]=[CH:27][CH:26]=[CH:25][CH:24]=3)=[CH:17][C:16]=2[N+:30]([O-])=O)=[CH:10][CH:9]=1)([CH3:4])([CH3:3])[CH3:2].[NH4+].[Cl-].CCOC(C)=O.C([O-])(O)=O.[Na+], predict the reaction product. The product is: [C:1]([O:5][C:6](=[O:33])[NH:7][C:8]1[CH:9]=[CH:10][C:11]([O:14][C:15]2[CH:20]=[CH:19][C:18]([NH:21][C:22](=[O:29])[C:23]3[CH:24]=[CH:25][CH:26]=[CH:27][CH:28]=3)=[CH:17][C:16]=2[NH2:30])=[CH:12][CH:13]=1)([CH3:4])([CH3:2])[CH3:3]. (4) Given the reactants [CH:1]1(/[CH:4]=[CH:5]/[C:6]2[C:26]([CH3:27])=[CH:25][CH:24]=[CH:23][C:7]=2[C:8]([NH:10][C:11]2([C:20]([OH:22])=[O:21])[CH2:19][C:18]3[C:13](=[CH:14][CH:15]=[CH:16][CH:17]=3)[CH2:12]2)=[O:9])[CH2:3][CH2:2]1, predict the reaction product. The product is: [CH:1]1([CH2:4][CH2:5][C:6]2[C:26]([CH3:27])=[CH:25][CH:24]=[CH:23][C:7]=2[C:8]([NH:10][C:11]2([C:20]([OH:22])=[O:21])[CH2:19][C:18]3[C:13](=[CH:14][CH:15]=[CH:16][CH:17]=3)[CH2:12]2)=[O:9])[CH2:2][CH2:3]1. (5) Given the reactants FC(F)(F)C(O)=O.[Br:8][C:9]1[CH:14]=[C:13]([CH3:15])[C:12]([CH:16]([S:26]CC2C=CC(OC)=CC=2)[C:17]2[C:22]([F:23])=[CH:21][CH:20]=[C:19]([F:24])[C:18]=2[F:25])=[CH:11][N:10]=1, predict the reaction product. The product is: [Br:8][C:9]1[N:10]=[CH:11][C:12]([CH:16]([C:17]2[C:22]([F:23])=[CH:21][CH:20]=[C:19]([F:24])[C:18]=2[F:25])[SH:26])=[C:13]([CH3:15])[CH:14]=1. (6) Given the reactants [F:1][C:2]1[CH:3]=[C:4]([CH2:8][C@H:9]([N:22]2[CH2:30][C:29]3[C:24](=[CH:25][CH:26]=[C:27]([C:31]4[N:35]([CH3:36])[N:34]=[CH:33][CH:32]=4)[CH:28]=3)[C:23]2=[O:37])[CH2:10][N:11]2[C:19](=[O:20])[C:18]3[C:13](=[CH:14][CH:15]=[CH:16][CH:17]=3)[C:12]2=[O:21])[CH:5]=[CH:6][CH:7]=1.[B-](F)(F)(F)[F:39].[B-](F)(F)(F)F.C1[N+]2(CCl)CC[N+](F)(CC2)C1, predict the reaction product. The product is: [F:39][C:32]1[CH:33]=[N:34][N:35]([CH3:36])[C:31]=1[C:27]1[CH:28]=[C:29]2[C:24](=[CH:25][CH:26]=1)[C:23](=[O:37])[N:22]([C@@H:9]([CH2:8][C:4]1[CH:5]=[CH:6][CH:7]=[C:2]([F:1])[CH:3]=1)[CH2:10][N:11]1[C:19](=[O:20])[C:18]3[C:13](=[CH:14][CH:15]=[CH:16][CH:17]=3)[C:12]1=[O:21])[CH2:30]2. (7) Given the reactants [NH:1]1[C:5]2[CH:6]=[CH:7][CH:8]=[CH:9][C:4]=2[N:3]=[C:2]1[CH2:10][N:11]1[C@@H:24]2[C@@H:15]([CH2:16][CH2:17][C:18]3[C:23]2=[N:22][CH:21]=[CH:20][CH:19]=3)[CH2:14][CH2:13][CH2:12]1.C(=O)([O-])[O-].[K+].[K+].Cl.Cl[CH2:33][CH2:34][CH2:35][N:36]1[CH2:41][CH2:40][CH2:39][CH2:38][CH2:37]1.[I-].[K+], predict the reaction product. The product is: [N:36]1([CH2:35][CH2:34][CH2:33][N:1]2[C:5]3[CH:6]=[CH:7][CH:8]=[CH:9][C:4]=3[N:3]=[C:2]2[CH2:10][N:11]2[C@@H:24]3[C@@H:15]([CH2:16][CH2:17][C:18]4[C:23]3=[N:22][CH:21]=[CH:20][CH:19]=4)[CH2:14][CH2:13][CH2:12]2)[CH2:41][CH2:40][CH2:39][CH2:38][CH2:37]1.